Dataset: Reaction yield outcomes from USPTO patents with 853,638 reactions. Task: Predict the reaction yield, written as a fraction of the theoretical maximum amount of product (1.0 means a 100% yield; for example, 0.34 means a 34% yield). (1) The reactants are [CH3:1][O:2][C:3]1[N:4]=[C:5]2[C:10](=[CH:11][CH:12]=1)[N:9]=[CH:8][CH:7]=[C:6]2[N:13]1[CH:21]=[C:20]2[C:15]([CH2:16][CH2:17][CH:18]([NH2:22])[CH2:19]2)=[N:14]1.[C:23]1([CH2:29][CH2:30][CH:31]=O)[CH:28]=[CH:27][CH:26]=[CH:25][CH:24]=1.[BH-](OC(C)=O)(OC(C)=O)OC(C)=O.[Na+].O. The catalyst is ClC(Cl)C.C(O)(=O)C. The product is [CH3:1][O:2][C:3]1[N:4]=[C:5]2[C:10](=[CH:11][CH:12]=1)[N:9]=[CH:8][CH:7]=[C:6]2[N:13]1[CH:21]=[C:20]2[C:15]([CH2:16][CH2:17][CH:18]([NH:22][CH2:31][CH2:30][CH2:29][C:23]3[CH:28]=[CH:27][CH:26]=[CH:25][CH:24]=3)[CH2:19]2)=[N:14]1. The yield is 0.360. (2) The reactants are [NH2:1][C:2]1[CH:7]=[CH:6][C:5]([CH2:8][C:9]([CH3:13])([CH3:12])[CH2:10][OH:11])=[C:4]([C:14]([F:17])([F:16])[F:15])[CH:3]=1.N1C=CN=C1.[CH3:23][C:24]([Si:27](Cl)([CH3:29])[CH3:28])([CH3:26])[CH3:25]. The catalyst is C(Cl)Cl. The product is [Si:27]([O:11][CH2:10][C:9]([CH3:13])([CH3:12])[CH2:8][C:5]1[CH:6]=[CH:7][C:2]([NH2:1])=[CH:3][C:4]=1[C:14]([F:15])([F:16])[F:17])([C:24]([CH3:26])([CH3:25])[CH3:23])([CH3:29])[CH3:28]. The yield is 0.770. (3) The reactants are [Br:1][C:2]1[CH:3]=[C:4]2[C:9](=[CH:10][CH:11]=1)[N:8]=[CH:7][N:6]=[C:5]2Cl.C(N(CC)CC)C.[NH:20]1[CH2:25][CH2:24][O:23][CH2:22][CH2:21]1. The catalyst is ClCCl. The product is [Br:1][C:2]1[CH:3]=[C:4]2[C:9](=[CH:10][CH:11]=1)[N:8]=[CH:7][N:6]=[C:5]2[N:20]1[CH2:25][CH2:24][O:23][CH2:22][CH2:21]1. The yield is 0.980. (4) The product is [NH2:1][CH:4]([C:8]1[N:9]([CH2:19][C:20]2[CH:21]=[CH:22][CH:23]=[CH:24][CH:25]=2)[C:10](=[O:18])[C:11]2[C:16]([CH3:17])=[N:15][O:14][C:12]=2[N:13]=1)[CH:5]([CH3:7])[CH3:6]. The catalyst is C1COCC1. The yield is 0.680. The reactants are [N:1]([CH:4]([C:8]1[N:9]([CH2:19][C:20]2[CH:25]=[CH:24][CH:23]=[CH:22][CH:21]=2)[C:10](=[O:18])[C:11]2[C:16]([CH3:17])=[N:15][O:14][C:12]=2[N:13]=1)[CH:5]([CH3:7])[CH3:6])=[N+]=[N-].C1(P(C2C=CC=CC=2)C2C=CC=CC=2)C=CC=CC=1.O. (5) The reactants are [CH2:1]1[C:5]2=[C:6]3[C:11](=[CH:12][CH:13]=[C:4]2[NH:3][C:2]1=[O:14])[N:10]=[CH:9][CH:8]=[CH:7]3.[CH3:15][O:16][C:17]1[CH:23]=[CH:22][C:20]([NH2:21])=[CH:19][CH:18]=1.[C:24](O)(=O)C. No catalyst specified. The product is [CH3:15][O:16][C:17]1[CH:23]=[CH:22][C:20]([NH:21]/[CH:24]=[C:1]2\[C:2](=[O:14])[NH:3][C:4]3[C:5]\2=[C:6]2[C:11](=[CH:12][CH:13]=3)[N:10]=[CH:9][CH:8]=[CH:7]2)=[CH:19][CH:18]=1. The yield is 0.540. (6) The reactants are [OH:1][CH2:2][CH2:3][NH:4][NH2:5].[CH:6]([C:8]1[CH:9]=[N:10][N:11]2[CH:16]=[CH:15][C:14]([C:17]#[N:18])=[CH:13][C:12]=12)=O.C([O-])(O)=O.[Na+].[CH3:24][C:25]1[CH:30]=[CH:29][C:28]([N+:31]([O-:33])=[O:32])=[CH:27][C:26]=1[S:34](Cl)(=[O:36])=[O:35]. The catalyst is CO. The product is [C:17]([C:14]1[CH:15]=[CH:16][N:11]2[N:10]=[CH:9][C:8]([CH:6]=[N:5][N:4]([CH2:3][CH2:2][OH:1])[S:34]([C:26]3[CH:27]=[C:28]([N+:31]([O-:33])=[O:32])[CH:29]=[CH:30][C:25]=3[CH3:24])(=[O:35])=[O:36])=[C:12]2[CH:13]=1)#[N:18]. The yield is 0.550. (7) The reactants are [NH2:1][C:2]1[S:3][C:4]2[CH2:15][CH2:14][CH2:13][CH2:12][C:5]=2[C:6]=1[C:7]([O:9][CH2:10][CH3:11])=[O:8].[C:16](OC(=O)C)(=[O:18])[CH3:17]. No catalyst specified. The product is [C:16]([NH:1][C:2]1[S:3][C:4]2[CH2:15][CH2:14][CH2:13][CH2:12][C:5]=2[C:6]=1[C:7]([O:9][CH2:10][CH3:11])=[O:8])(=[O:18])[CH3:17]. The yield is 0.810. (8) The reactants are C([O:3][C:4](=O)[C:5]1[CH:10]=[C:9]([O:11][CH2:12][CH3:13])[C:8]([NH2:14])=[C:7]([O:15][CH2:16][CH3:17])[CH:6]=1)C.[H-].C([Al+]CC(C)C)C(C)C. The catalyst is ClCCl. The product is [NH2:14][C:8]1[C:7]([O:15][CH2:16][CH3:17])=[CH:6][C:5]([CH2:4][OH:3])=[CH:10][C:9]=1[O:11][CH2:12][CH3:13]. The yield is 0.470.